From a dataset of Forward reaction prediction with 1.9M reactions from USPTO patents (1976-2016). Predict the product of the given reaction. Given the reactants C[N:2]([CH:4]=[O:5])C.[CH3:6][C:7]([C:17]1[CH:25]=[CH:24][CH:23]=[CH:22][C:18]=1C(O)=O)([CH3:16])[CH2:8][C@:9]1([C:12]([F:15])([F:14])[F:13])[CH2:11][O:10]1.CN(C(ON1N=NC2C=CC=CC1=2)=[N+](C)C)C.[B-](F)(F)(F)F.[OH-].[NH4+], predict the reaction product. The product is: [CH3:16][C:7]([C:17]1[CH:18]=[CH:22][CH:23]=[CH:24][C:25]=1[C:4]([NH2:2])=[O:5])([CH3:6])[CH2:8][C@:9]1([C:12]([F:13])([F:14])[F:15])[CH2:11][O:10]1.